This data is from Catalyst prediction with 721,799 reactions and 888 catalyst types from USPTO. The task is: Predict which catalyst facilitates the given reaction. (1) Reactant: Br[C:2]1[CH:9]=[N:8][CH:7]=[C:6]([Br:10])[C:3]=1[CH:4]=[O:5].[CH3:11][C:12]1([CH3:25])[CH2:24][C:15]2[C:16]3[CH2:21][CH2:20][NH:19][C:18](=[O:22])[C:17]=3[S:23][C:14]=2[CH2:13]1.C(=O)([O-])[O-].[Cs+].[Cs+].CC1(C)C2C(=C(P(C3C=CC=CC=3)C3C=CC=CC=3)C=CC=2)OC2C(P(C3C=CC=CC=3)C3C=CC=CC=3)=CC=CC1=2. Product: [Br:10][C:6]1[CH:7]=[N:8][CH:9]=[C:2]([N:19]2[CH2:20][CH2:21][C:16]3[C:15]4[CH2:24][C:12]([CH3:11])([CH3:25])[CH2:13][C:14]=4[S:23][C:17]=3[C:18]2=[O:22])[C:3]=1[CH:4]=[O:5]. The catalyst class is: 102. (2) Reactant: CO[C:3]([C:5]1[N:6]=[CH:7][C:8]2[C:9](=[O:23])[N:10]([CH2:16][C:17]3[CH:22]=[CH:21][CH:20]=[CH:19][CH:18]=3)[CH:11]=[CH:12][C:13]=2[C:14]=1[OH:15])=[O:4].[CH:24]1([NH2:27])[CH2:26][CH2:25]1.C(O)(=O)C.O. Product: [CH:24]1([NH:27][C:3]([C:5]2[N:6]=[CH:7][C:8]3[C:9](=[O:23])[N:10]([CH2:16][C:17]4[CH:22]=[CH:21][CH:20]=[CH:19][CH:18]=4)[CH:11]=[CH:12][C:13]=3[C:14]=2[OH:15])=[O:4])[CH2:26][CH2:25]1. The catalyst class is: 14. (3) Reactant: [NH2:1][C:2]1[CH:10]=[CH:9][CH:8]=[C:7]2[C:3]=1[C:4]([C:15]([N:17]1[CH2:22][CH2:21][CH:20]([C:23]3[CH:24]=[C:25]([CH:34]=[CH:35][C:36]=3[F:37])[CH2:26][NH:27][C:28](=[O:33])[C:29]([F:32])([F:31])[F:30])[CH2:19][CH2:18]1)=[O:16])=[CH:5][N:6]2[CH2:11][CH2:12][O:13][CH3:14].CCN(CC)CC.[N:45]1([C:51](Cl)=[O:52])[CH2:50][CH2:49][O:48][CH2:47][CH2:46]1. Product: [F:37][C:36]1[CH:35]=[CH:34][C:25]([CH2:26][NH:27][C:28](=[O:33])[C:29]([F:31])([F:32])[F:30])=[CH:24][C:23]=1[CH:20]1[CH2:19][CH2:18][N:17]([C:15]([C:4]2[C:3]3[C:7](=[CH:8][CH:9]=[CH:10][C:2]=3[NH:1][C:51]([N:45]3[CH2:50][CH2:49][O:48][CH2:47][CH2:46]3)=[O:52])[N:6]([CH2:11][CH2:12][O:13][CH3:14])[CH:5]=2)=[O:16])[CH2:22][CH2:21]1. The catalyst class is: 2. (4) Reactant: COCCO[C:6]1[CH:11]=[C:10]([C:12]([O:14]C)=[O:13])[CH:9]=[CH:8][N:7]=1.[OH-].[Na+]. Product: [N:7]1[CH:8]=[CH:9][C:10]([C:12]([OH:14])=[O:13])=[CH:11][CH:6]=1. The catalyst class is: 12. (5) Reactant: I[Si](C)(C)C.C(OC([N:12]1[CH2:18][CH2:17][CH2:16][C:15](=[O:19])[C:14]2[N:20]=[C:21]([CH3:28])[C:22]([C:24]([F:27])([F:26])[F:25])=[CH:23][C:13]1=2)=O)(C)C. Product: [CH3:28][C:21]1[C:22]([C:24]([F:27])([F:25])[F:26])=[CH:23][C:13]2[NH:12][CH2:18][CH2:17][CH2:16][C:15](=[O:19])[C:14]=2[N:20]=1. The catalyst class is: 22. (6) Reactant: [Br:1][C:2]1[CH:14]=[CH:13][C:12]2[C:11]3[C:6](=[CH:7][C:8](Br)=[CH:9][CH:10]=3)[C:5]([CH2:24][CH2:25][CH2:26][CH2:27][CH2:28][CH2:29][CH2:30][CH3:31])([CH2:16][CH2:17][CH2:18][CH2:19][CH2:20][CH2:21][CH2:22][CH3:23])[C:4]=2[CH:3]=1.C([Li])CCC.C(O[B:41]1[O:45][C:44]([CH3:47])([CH3:46])[C:43]([CH3:49])([CH3:48])[O:42]1)(C)C. Product: [Br:1][C:2]1[CH:3]=[C:4]2[C:12]([C:11]3[CH:10]=[CH:9][C:8]([B:41]4[O:45][C:44]([CH3:47])([CH3:46])[C:43]([CH3:49])([CH3:48])[O:42]4)=[CH:7][C:6]=3[C:5]2([CH2:16][CH2:17][CH2:18][CH2:19][CH2:20][CH2:21][CH2:22][CH3:23])[CH2:24][CH2:25][CH2:26][CH2:27][CH2:28][CH2:29][CH2:30][CH3:31])=[CH:13][CH:14]=1. The catalyst class is: 27. (7) Reactant: O.[OH-].[Li+].[C:4]([O:8][C:9]([NH:11][C:12]1[CH:17]=[CH:16][C:15]([CH2:18][CH2:19][O:20][C:21]2[CH:26]=[CH:25][C:24]([CH2:27][CH:28]([O:34][CH2:35][CH3:36])[C:29]([O:31]CC)=[O:30])=[CH:23][CH:22]=2)=[CH:14][CH:13]=1)=[O:10])([CH3:7])([CH3:6])[CH3:5]. Product: [C:4]([O:8][C:9]([NH:11][C:12]1[CH:13]=[CH:14][C:15]([CH2:18][CH2:19][O:20][C:21]2[CH:22]=[CH:23][C:24]([CH2:27][CH:28]([O:34][CH2:35][CH3:36])[C:29]([OH:31])=[O:30])=[CH:25][CH:26]=2)=[CH:16][CH:17]=1)=[O:10])([CH3:7])([CH3:6])[CH3:5]. The catalyst class is: 90. (8) Reactant: [CH3:1][O:2][C:3]1[C:4]([C:13]([O:15]C)=[O:14])=[CH:5][C:6]2[C:11]([CH:12]=1)=[CH:10][CH:9]=[CH:8][CH:7]=2.O.[OH-].[Na+].C(O)(=O)CC(CC(O)=O)(C(O)=O)O. Product: [CH3:1][O:2][C:3]1[C:4]([C:13]([OH:15])=[O:14])=[CH:5][C:6]2[C:11]([CH:12]=1)=[CH:10][CH:9]=[CH:8][CH:7]=2. The catalyst class is: 5. (9) The catalyst class is: 6. Product: [CH3:1][O:2][C:3]([C:5]1[C:14]2[C:9](=[CH:10][CH:11]=[CH:12][CH:13]=2)[CH:8]=[CH:7][C:6]=1[O:15][S:22]([C:25]([F:28])([F:27])[F:26])(=[O:24])=[O:23])=[O:4]. Reactant: [CH3:1][O:2][C:3]([C:5]1[C:14]2[C:9](=[CH:10][CH:11]=[CH:12][CH:13]=2)[CH:8]=[CH:7][C:6]=1[OH:15])=[O:4].N1C=CC=CC=1.[S:22](O[S:22]([C:25]([F:28])([F:27])[F:26])(=[O:24])=[O:23])([C:25]([F:28])([F:27])[F:26])(=[O:24])=[O:23].